From a dataset of CYP1A2 inhibition data for predicting drug metabolism from PubChem BioAssay. Regression/Classification. Given a drug SMILES string, predict its absorption, distribution, metabolism, or excretion properties. Task type varies by dataset: regression for continuous measurements (e.g., permeability, clearance, half-life) or binary classification for categorical outcomes (e.g., BBB penetration, CYP inhibition). Dataset: cyp1a2_veith. (1) The compound is CSc1nc(C)c2c(n1)N(c1ccc(C(C)C)cc1)CC2. The result is 1 (inhibitor). (2) The compound is CCN(CCCNC(=O)CC(C(=O)N1CCc2ccccc21)n1ccnc1)c1ccccc1. The result is 1 (inhibitor). (3) The compound is O=C(Nc1ccccc1[N+](=O)[O-])C1C(c2ccccc2)=C1c1ccccc1. The result is 0 (non-inhibitor). (4) The molecule is O=C(O)Cc1c(O)ccc2ccccc12. The result is 0 (non-inhibitor). (5) The drug is CC(C)OC(=O)C1=C2SCC(=O)N2C(N)=C(C#N)C1. The result is 1 (inhibitor). (6) The molecule is CCSc1ncnc2c1sc1nc(-c3ccco3)c3c(c12)CC(C)(C)OC3. The result is 0 (non-inhibitor).